From a dataset of Forward reaction prediction with 1.9M reactions from USPTO patents (1976-2016). Predict the product of the given reaction. Given the reactants [Cl:1][C:2]1[CH:3]=[C:4]([C:12]2[O:16][N:15]=[C:14]([C:17]3[CH:27]=[CH:26][C:20]4[CH2:21][NH:22][CH2:23][CH2:24][O:25][C:19]=4[CH:18]=3)[N:13]=2)[CH:5]=[CH:6][C:7]=1[O:8][CH:9]([CH3:11])[CH3:10].CCN(C(C)C)C(C)C.Br[CH2:38][CH2:39][CH2:40][C:41]([O:43][CH2:44][CH3:45])=[O:42], predict the reaction product. The product is: [Cl:1][C:2]1[CH:3]=[C:4]([C:12]2[O:16][N:15]=[C:14]([C:17]3[CH:27]=[CH:26][C:20]4[CH2:21][N:22]([CH2:38][CH2:39][CH2:40][C:41]([O:43][CH2:44][CH3:45])=[O:42])[CH2:23][CH2:24][O:25][C:19]=4[CH:18]=3)[N:13]=2)[CH:5]=[CH:6][C:7]=1[O:8][CH:9]([CH3:11])[CH3:10].